Dataset: Full USPTO retrosynthesis dataset with 1.9M reactions from patents (1976-2016). Task: Predict the reactants needed to synthesize the given product. (1) The reactants are: [Cl:1][C:2]1[CH:24]=[C:23]([F:25])[C:22]([C:26]2[C:31]([F:32])=[CH:30][CH:29]=[CH:28][N:27]=2)=[CH:21][C:3]=1[C:4]([NH:6][C:7]1[N:11]([C:12]2[CH:17]=[CH:16][CH:15]=[CH:14][CH:13]=2)[N:10]=[C:9]([C:18]([OH:20])=O)[CH:8]=1)=[O:5].CCN(C(C)C)C(C)C.F[P-](F)(F)(F)(F)F.N1C2C(=NC=CC=2)N(OC(N(C)C)=[N+](C)C)N=1.[NH2:66][CH2:67][C@@H:68]([OH:70])[CH3:69]. Given the product [Cl:1][C:2]1[CH:24]=[C:23]([F:25])[C:22]([C:26]2[C:31]([F:32])=[CH:30][CH:29]=[CH:28][N:27]=2)=[CH:21][C:3]=1[C:4]([NH:6][C:7]1[N:11]([C:12]2[CH:17]=[CH:16][CH:15]=[CH:14][CH:13]=2)[N:10]=[C:9]([C:18]([NH:66][CH2:67][C@@H:68]([OH:70])[CH3:69])=[O:20])[CH:8]=1)=[O:5], predict the reactants needed to synthesize it. (2) Given the product [C:22]([C:26]1[CH:27]=[C:28]([NH:39][C:40]([NH:42][C:43]2[C:52]3[C:47](=[CH:48][CH:49]=[CH:50][CH:51]=3)[C:46]([O:53][C:54]3[CH:59]=[CH:58][N:57]=[C:56]([NH:6][C:5]4[CH:7]=[CH:8][C:9]([S:10]([CH2:13][CH2:14][CH2:15][N:16]5[CH2:17][CH2:18][O:19][CH2:20][CH2:21]5)(=[O:12])=[O:11])=[C:3]([O:2][CH3:1])[CH:4]=4)[CH:55]=3)=[CH:45][CH:44]=2)=[O:41])[C:29]([O:37][CH3:38])=[C:30]([NH:32][S:33]([CH3:36])(=[O:34])=[O:35])[CH:31]=1)([CH3:25])([CH3:23])[CH3:24], predict the reactants needed to synthesize it. The reactants are: [CH3:1][O:2][C:3]1[CH:4]=[C:5]([CH:7]=[CH:8][C:9]=1[S:10]([CH2:13][CH2:14][CH2:15][N:16]1[CH2:21][CH2:20][O:19][CH2:18][CH2:17]1)(=[O:12])=[O:11])[NH2:6].[C:22]([C:26]1[CH:27]=[C:28]([NH:39][C:40]([NH:42][C:43]2[C:52]3[C:47](=[CH:48][CH:49]=[CH:50][CH:51]=3)[C:46]([O:53][C:54]3[CH:59]=[CH:58][N:57]=[C:56](Cl)[CH:55]=3)=[CH:45][CH:44]=2)=[O:41])[C:29]([O:37][CH3:38])=[C:30]([NH:32][S:33]([CH3:36])(=[O:35])=[O:34])[CH:31]=1)([CH3:25])([CH3:24])[CH3:23].C([O-])([O-])=O.[K+].[K+].CC(C1C=C(C(C)C)C(C2C(P(C3CCCCC3)C3CCCCC3)=C(OC)C=CC=2OC)=C(C(C)C)C=1)C. (3) Given the product [C:30]([O:29][C:27]([CH2:26][C@@H:24]1[O:23][C:22]([CH3:34])([CH3:35])[O:21][C@H:20]([CH2:19][CH2:18][N:12]([CH:4]([C:5]2[CH:10]=[CH:9][C:8]([F:11])=[CH:7][CH:6]=2)[C:3]([OH:36])=[O:2])[C:13](=[O:17])[CH:14]([CH3:16])[CH3:15])[CH2:25]1)=[O:28])([CH3:32])([CH3:33])[CH3:31], predict the reactants needed to synthesize it. The reactants are: C[O:2][C:3](=[O:36])[CH:4]([N:12]([CH2:18][CH2:19][C@@H:20]1[CH2:25][C@H:24]([CH2:26][C:27]([O:29][C:30]([CH3:33])([CH3:32])[CH3:31])=[O:28])[O:23][C:22]([CH3:35])([CH3:34])[O:21]1)[C:13](=[O:17])[CH:14]([CH3:16])[CH3:15])[C:5]1[CH:10]=[CH:9][C:8]([F:11])=[CH:7][CH:6]=1.[Li+].[OH-]. (4) Given the product [Cl:1][C:2]1[CH:3]=[C:4]([C:9](=[N:16][O:17][CH2:18][CH2:19][N:20]([CH3:22])[CH3:21])[CH2:10][CH2:11][C:12]([OH:14])=[O:13])[CH:5]=[CH:6][C:7]=1[Cl:8], predict the reactants needed to synthesize it. The reactants are: [Cl:1][C:2]1[CH:3]=[C:4]([C:9](=[N:16][O:17][CH2:18][CH2:19][N:20]([CH3:22])[CH3:21])[CH2:10][CH2:11][C:12]([O:14]C)=[O:13])[CH:5]=[CH:6][C:7]=1[Cl:8].[OH-].[Na+]. (5) Given the product [CH2:1]([NH:8][C:9](=[O:12])[CH2:10][NH:18][C:17]1[CH:19]=[CH:20][C:14]([F:13])=[CH:15][C:16]=1[CH3:21])[C:2]1[CH:7]=[CH:6][CH:5]=[CH:4][CH:3]=1, predict the reactants needed to synthesize it. The reactants are: [CH2:1]([NH:8][C:9](=[O:12])[CH2:10]Cl)[C:2]1[CH:7]=[CH:6][CH:5]=[CH:4][CH:3]=1.[F:13][C:14]1[CH:20]=[CH:19][C:17]([NH2:18])=[C:16]([CH3:21])[CH:15]=1.C(N(CC)C(C)C)(C)C. (6) Given the product [C:2]([O:6][C:7](=[O:16])[NH:8][C:9]1[S:10][CH:11]=[C:12]([CH2:14][O:27][CH2:26][CH2:25][O:24][CH3:23])[N:13]=1)([CH3:5])([CH3:4])[CH3:3], predict the reactants needed to synthesize it. The reactants are: [Cl-].[C:2]([O:6][C:7](=[O:16])[NH:8][C:9]1[S:10][CH:11]=[C:12]([CH2:14]Cl)[N:13]=1)([CH3:5])([CH3:4])[CH3:3].C(=O)([O-])[O-].[K+].[K+].[CH3:23][O:24][CH2:25][CH2:26][OH:27]. (7) Given the product [CH3:35][NH:34][C:32](=[O:33])[C:31]1[CH:36]=[CH:37][C:28]([NH:27][C:2]2[N:3]=[C:4]([NH:21][CH2:22][C:23]([F:24])([F:25])[F:26])[C:5]3[CH:10]=[CH:9][N:8]([S:11]([C:14]4[CH:15]=[CH:16][C:17]([CH3:20])=[CH:18][CH:19]=4)(=[O:13])=[O:12])[C:6]=3[N:7]=2)=[CH:29][CH:30]=1, predict the reactants needed to synthesize it. The reactants are: Cl[C:2]1[N:3]=[C:4]([NH:21][CH2:22][C:23]([F:26])([F:25])[F:24])[C:5]2[CH:10]=[CH:9][N:8]([S:11]([C:14]3[CH:19]=[CH:18][C:17]([CH3:20])=[CH:16][CH:15]=3)(=[O:13])=[O:12])[C:6]=2[N:7]=1.[NH2:27][C:28]1[CH:37]=[CH:36][C:31]([C:32]([NH:34][CH3:35])=[O:33])=[CH:30][CH:29]=1.C1(P(C2CCCCC2)C2C=CC=CC=2C2C(C(C)C)=CC(C(C)C)=CC=2C(C)C)CCCCC1.C(=O)([O-])[O-].[K+].[K+]. (8) Given the product [NH2:20][C:14]1[CH2:15][O:16][C:17]([CH3:19])([CH3:18])[C:11]([F:35])([F:10])[C@:12]([C:22]2[CH:27]=[C:26]([C:28]#[C:29][C:2]3[CH:9]=[CH:8][C:5]([C:6]#[N:7])=[CH:4][N:3]=3)[CH:25]=[CH:24][C:23]=2[F:34])([CH3:21])[N:13]=1, predict the reactants needed to synthesize it. The reactants are: I[C:2]1[CH:9]=[CH:8][C:5]([C:6]#[N:7])=[CH:4][N:3]=1.[F:10][C:11]1([F:35])[C:17]([CH3:19])([CH3:18])[O:16][CH2:15][C:14]([NH2:20])=[N:13][C@@:12]1([C:22]1[CH:27]=[C:26]([C:28]#[C:29][Si](C)(C)C)[CH:25]=[CH:24][C:23]=1[F:34])[CH3:21].C1(P(C2C=CC=CC=2)C2C=CC=CC=2)C=CC=CC=1.C(N(CC)CC)C.[F-].C([N+](CCCC)(CCCC)CCCC)CCC.